From a dataset of Forward reaction prediction with 1.9M reactions from USPTO patents (1976-2016). Predict the product of the given reaction. (1) Given the reactants [CH3:1][O:2][C:3]1[C:10]([O:11]C)=[CH:9][C:6]([CH:7]=[O:8])=[C:5]([F:13])[CH:4]=1, predict the reaction product. The product is: [F:13][C:5]1[CH:4]=[C:3]([O:2][CH3:1])[C:10]([OH:11])=[CH:9][C:6]=1[CH:7]=[O:8]. (2) Given the reactants [CH2:1]([N:3]([CH2:18][CH3:19])[C:4]1[CH:17]=[CH:16][C:7]2[CH:8]=[C:9]([C:13]([OH:15])=[O:14])[C:10](=[O:12])[O:11][C:6]=2[CH:5]=1)[CH3:2].[CH2:20](O)[CH2:21][OH:22], predict the reaction product. The product is: [OH:22][CH2:21][CH2:20][O:14][C:13]([C:9]1[C:10](=[O:12])[O:11][C:6]2[C:7]([CH:8]=1)=[CH:16][CH:17]=[C:4]([N:3]([CH2:1][CH3:2])[CH2:18][CH3:19])[CH:5]=2)=[O:15]. (3) Given the reactants [C:1]1([CH2:17][CH2:18][CH2:19][CH2:20]O)[C:14]2[C:15]3=[C:16]4[C:11](=[CH:12][CH:13]=2)[CH:10]=[CH:9][CH:8]=[C:7]4[CH:6]=[CH:5][C:4]3=[CH:3][CH:2]=1.C(N(CC)CC)C.[C:29](Cl)(=[O:33])[C:30]([CH3:32])=[CH2:31].[O:35]1CCCC1, predict the reaction product. The product is: [C:29]([O:33][CH:17]([C:1]1[C:14]2[C:15]3=[C:16]4[C:11](=[CH:12][CH:13]=2)[CH:10]=[CH:9][CH:8]=[C:7]4[CH:6]=[CH:5][C:4]3=[CH:3][CH:2]=1)[CH2:18][CH2:19][CH3:20])(=[O:35])[C:30]([CH3:32])=[CH2:31]. (4) Given the reactants [H-].[Na+].[Cl:3][C:4]1[C:13]2[C:8](=[CH:9][C:10]([O:14][CH3:15])=[CH:11][CH:12]=2)[C:7]([NH:16][C:17](=[O:24])[C:18]2[CH:23]=[CH:22][CH:21]=[CH:20][CH:19]=2)=[CH:6][N:5]=1.[CH3:25]I, predict the reaction product. The product is: [Cl:3][C:4]1[C:13]2[C:8](=[CH:9][C:10]([O:14][CH3:15])=[CH:11][CH:12]=2)[C:7]([N:16]([CH3:25])[C:17](=[O:24])[C:18]2[CH:19]=[CH:20][CH:21]=[CH:22][CH:23]=2)=[CH:6][N:5]=1. (5) Given the reactants [S:1]1[CH:5]=[CH:4][CH:3]=[C:2]1[CH2:6][C:7]1[CH:12]=[CH:11][N:10]=[CH:9][CH:8]=1.[CH2:13](Br)[C:14]1[CH:19]=[CH:18][CH:17]=[CH:16][CH:15]=1.[BH4-].[Na+], predict the reaction product. The product is: [CH2:13]([N:10]1[CH2:11][CH:12]=[C:7]([CH2:6][C:2]2[S:1][CH:5]=[CH:4][CH:3]=2)[CH2:8][CH2:9]1)[C:14]1[CH:19]=[CH:18][CH:17]=[CH:16][CH:15]=1. (6) Given the reactants O[C:2]1[C:11]2[C:6](=[N:7][CH:8]=[CH:9][CH:10]=2)[N:5]([C:12]2[CH:17]=[CH:16][CH:15]=[C:14]([C:18]([F:21])([F:20])[F:19])[CH:13]=2)[C:4](=[O:22])[C:3]=1[C:23](=O)[CH2:24][C:25]1[CH:30]=[CH:29][CH:28]=[CH:27][C:26]=1[N+:31]([O-:33])=[O:32].O.[NH2:36][NH2:37].C(=O)([O-])O.[Na+], predict the reaction product. The product is: [N+:31]([C:26]1[CH:27]=[CH:28][CH:29]=[CH:30][C:25]=1[CH2:24][C:23]1[C:3]2[C:4](=[O:22])[N:5]([C:12]3[CH:17]=[CH:16][CH:15]=[C:14]([C:18]([F:19])([F:21])[F:20])[CH:13]=3)[C:6]3[N:7]=[CH:8][CH:9]=[CH:10][C:11]=3[C:2]=2[NH:37][N:36]=1)([O-:33])=[O:32]. (7) Given the reactants Cl.[Cl:2][C:3]1[C:14]2[C:15]3[C:6]([CH2:7][CH2:8][N:9]([CH:16]4[CH2:25][CH2:24][C:19]5(OCC[O:20]5)[CH2:18][CH2:17]4)[C:10]=3[CH:11]=[CH:12][CH:13]=2)=[CH:5][N:4]=1, predict the reaction product. The product is: [Cl:2][C:3]1[C:14]2[C:15]3[C:6]([CH2:7][CH2:8][N:9]([CH:16]4[CH2:17][CH2:18][C:19](=[O:20])[CH2:24][CH2:25]4)[C:10]=3[CH:11]=[CH:12][CH:13]=2)=[CH:5][N:4]=1.